Dataset: Catalyst prediction with 721,799 reactions and 888 catalyst types from USPTO. Task: Predict which catalyst facilitates the given reaction. Reactant: [Br:1][C:2]1[CH:10]=[C:9]2[C:5]([CH:6]=[N:7][N:8]2[CH2:11][C:12](=[O:14])[CH3:13])=[CH:4][C:3]=1[O:15][C:16]1[CH:21]=[CH:20][C:19]([F:22])=[CH:18][C:17]=1[F:23].[CH3:24][Mg]Cl.C1COCC1. Product: [Br:1][C:2]1[CH:10]=[C:9]2[C:5]([CH:6]=[N:7][N:8]2[CH2:11][C:12]([CH3:24])([OH:14])[CH3:13])=[CH:4][C:3]=1[O:15][C:16]1[CH:21]=[CH:20][C:19]([F:22])=[CH:18][C:17]=1[F:23]. The catalyst class is: 11.